From a dataset of Peptide-MHC class II binding affinity with 134,281 pairs from IEDB. Regression. Given a peptide amino acid sequence and an MHC pseudo amino acid sequence, predict their binding affinity value. This is MHC class II binding data. (1) The MHC is DRB1_1101 with pseudo-sequence DRB1_1101. The binding affinity (normalized) is 0.347. The peptide sequence is EGTKVTFHVEKGSNP. (2) The peptide sequence is SGDVLWDIPTPKIIE. The MHC is HLA-DQA10501-DQB10302 with pseudo-sequence HLA-DQA10501-DQB10302. The binding affinity (normalized) is 0. (3) The peptide sequence is AENVKPPKVDPATYG. The MHC is DRB1_0401 with pseudo-sequence DRB1_0401. The binding affinity (normalized) is 0. (4) The peptide sequence is IMGHVYLQASTGYGL. The MHC is DRB1_0301 with pseudo-sequence DRB1_0301. The binding affinity (normalized) is 0.0221. (5) The peptide sequence is NHFFNHHKVMLLGHS. The MHC is HLA-DQA10102-DQB10602 with pseudo-sequence HLA-DQA10102-DQB10602. The binding affinity (normalized) is 0.643. (6) The peptide sequence is ITYVATATLPNYCRA. The binding affinity (normalized) is 0.597. The MHC is DRB1_0404 with pseudo-sequence DRB1_0404. (7) The peptide sequence is AAATAGTTVYGAFAE. The MHC is HLA-DQA10102-DQB10602 with pseudo-sequence HLA-DQA10102-DQB10602. The binding affinity (normalized) is 0.876. (8) The peptide sequence is FESYKMDSRIARALR. The MHC is DRB4_0101 with pseudo-sequence DRB4_0103. The binding affinity (normalized) is 0.604. (9) The MHC is HLA-DQA10401-DQB10402 with pseudo-sequence HLA-DQA10401-DQB10402. The binding affinity (normalized) is 0.203. The peptide sequence is MENRWQVMIVWQVDR. (10) The peptide sequence is FLLSYGEKDFEDYRF. The MHC is DRB1_0802 with pseudo-sequence DRB1_0802. The binding affinity (normalized) is 0.161.